Dataset: Experimentally validated miRNA-target interactions with 360,000+ pairs, plus equal number of negative samples. Task: Binary Classification. Given a miRNA mature sequence and a target amino acid sequence, predict their likelihood of interaction. The protein sequence of the target gene is MEAFPWAPRSPRRARAPAPMALVPSARYVSASGPVHPQPFSSWNDYLGLATLITRASDRGSPHEGPGPTAAGPTMGPPEDDEDDDGEEPEAGGRYLGGALELRALELCAGPAEPGLLEERFAELNPFAGRAAAVLLGCAPTASTTAAAASTAEVTPREEPSPAWAAEPRLHAASGATAARLLKPELQVCVFCRNNKEAVALYTTHILKGPDGRVLCPVLRRYTCPLCGASGDNAHTIKYCPLSKVPPPTVRPPPRSNRDSLPSKKLR. The miRNA is mmu-miR-377-3p with sequence AUCACACAAAGGCAACUUUUGU. Result: 0 (no interaction).